This data is from Forward reaction prediction with 1.9M reactions from USPTO patents (1976-2016). The task is: Predict the product of the given reaction. (1) Given the reactants [OH:1][CH2:2][C:3]([CH2:31][OH:32])([N:7]1[CH:11]=[C:10]([C:12]2[C:24]3[C:23]4[C:18](=[CH:19][CH:20]=[CH:21][CH:22]=4)[C@:17]([OH:29])([C:25]([F:28])([F:27])[F:26])[C:16]=3[CH:15]=[C:14]([CH3:30])[CH:13]=2)[CH:9]=[N:8]1)[C:4](O)=[O:5].C(O)C.O.C(=O)([O-])O.[Na+], predict the reaction product. The product is: [OH:5][CH2:4][C:3]([N:7]1[CH:11]=[C:10]([C:12]2[C:24]3[C:23]4[C:18](=[CH:19][CH:20]=[CH:21][CH:22]=4)[C@:17]([OH:29])([C:25]([F:28])([F:26])[F:27])[C:16]=3[CH:15]=[C:14]([CH3:30])[CH:13]=2)[CH:9]=[N:8]1)([CH2:31][OH:32])[CH2:2][OH:1]. (2) Given the reactants [Cl:1][C:2]1[CH:7]=[C:6]([O:8][CH3:9])[CH:5]=[CH:4][C:3]=1[C:10]1[N:11]=[C:12]([N:16]([C:20]2[CH:25]=[C:24]([C:26](O)=[O:27])[CH:23]=[CH:22][C:21]=2[O:29][CH3:30])[CH2:17][CH2:18][CH3:19])[S:13][C:14]=1[CH3:15].[H-].[Al+3].[Li+].[H-].[H-].[H-].ClCCl.C(OCC)(=O)C, predict the reaction product. The product is: [Cl:1][C:2]1[CH:7]=[C:6]([O:8][CH3:9])[CH:5]=[CH:4][C:3]=1[C:10]1[N:11]=[C:12]([N:16]([C:20]2[CH:25]=[C:24]([CH2:26][OH:27])[CH:23]=[CH:22][C:21]=2[O:29][CH3:30])[CH2:17][CH2:18][CH3:19])[S:13][C:14]=1[CH3:15]. (3) Given the reactants CS(C)=O.C(Cl)(=O)C(Cl)=O.[C:11]([O:15][C:16]([N:18]1[CH2:21][CH:20]([CH2:22][OH:23])[CH2:19]1)=[O:17])([CH3:14])([CH3:13])[CH3:12].C(N(CC)CC)C, predict the reaction product. The product is: [C:11]([O:15][C:16]([N:18]1[CH2:21][CH:20]([CH:22]=[O:23])[CH2:19]1)=[O:17])([CH3:14])([CH3:13])[CH3:12]. (4) Given the reactants Br[C:2]1[CH:3]=[C:4]([C:15]([NH:17][CH2:18][C:19]2[C:20](=[O:29])[NH:21][C:22]([CH3:28])=[CH:23][C:24]=2[CH2:25][CH2:26][CH3:27])=[O:16])[C:5]2[C:6]([CH3:14])=[N:7][N:8]([CH:11]([CH3:13])[CH3:12])[C:9]=2[CH:10]=1.[CH3:30][N:31]([CH3:41])[C:32]1[N:37]=[CH:36][C:35](B(O)O)=[CH:34][CH:33]=1, predict the reaction product. The product is: [CH3:30][N:31]([CH3:41])[C:32]1[N:37]=[CH:36][C:35]([C:2]2[CH:3]=[C:4]([C:15]([NH:17][CH2:18][C:19]3[C:20](=[O:29])[NH:21][C:22]([CH3:28])=[CH:23][C:24]=3[CH2:25][CH2:26][CH3:27])=[O:16])[C:5]3[C:6]([CH3:14])=[N:7][N:8]([CH:11]([CH3:13])[CH3:12])[C:9]=3[CH:10]=2)=[CH:34][CH:33]=1. (5) Given the reactants [O:1]([CH2:8][C:9](=[O:11])[CH3:10])[C:2]1[CH:7]=[CH:6][CH:5]=[CH:4][CH:3]=1.[CH2:12]([O:14][C:15](=[O:21])[C:16](OCC)=[O:17])[CH3:13].CC[O-].[Na+], predict the reaction product. The product is: [CH2:12]([O:14][C:15](=[O:21])[C:16](=[O:17])[CH2:10][C:9](=[O:11])[CH2:8][O:1][C:2]1[CH:7]=[CH:6][CH:5]=[CH:4][CH:3]=1)[CH3:13]. (6) Given the reactants [NH2:1][C:2]1[CH:9]=[CH:8][CH:7]=[C:6]([F:10])[C:3]=1[C:4]#[N:5].[S:11](Cl)(=[O:14])(=[O:13])[NH2:12], predict the reaction product. The product is: [C:4]([C:3]1[C:6]([F:10])=[CH:7][CH:8]=[CH:9][C:2]=1[NH:1][S:11]([NH2:12])(=[O:14])=[O:13])#[N:5]. (7) Given the reactants [OH:1][NH:2][C:3]([C:5]1[C:10]([O:11][CH3:12])=[CH:9][CH:8]=[CH:7][N:6]=1)=[NH:4].[CH3:13][O:14][C:15]1[CH:16]=[C:17]([OH:24])[C:18](=[CH:22][CH:23]=1)[C:19](O)=O, predict the reaction product. The product is: [CH3:13][O:14][C:15]1[CH:23]=[CH:22][C:18]([C:19]2[O:1][N:2]=[C:3]([C:5]3[C:10]([O:11][CH3:12])=[CH:9][CH:8]=[CH:7][N:6]=3)[N:4]=2)=[C:17]([OH:24])[CH:16]=1.